Dataset: Full USPTO retrosynthesis dataset with 1.9M reactions from patents (1976-2016). Task: Predict the reactants needed to synthesize the given product. (1) Given the product [CH3:16][C:11]1([CH3:17])[C:12]2[NH:13][C:14]3[C:6](=[CH:5][CH:4]=[C:3]([C:1]#[N:2])[CH:15]=3)[C:7]=2[C:8](=[O:25])[C:9]2[CH:21]=[CH:20][C:19]([C:22]([N:26]3[CH2:31][CH2:30][O:29][CH2:28][CH2:27]3)=[O:24])=[CH:18][C:10]1=2, predict the reactants needed to synthesize it. The reactants are: [C:1]([C:3]1[CH:15]=[C:14]2[C:6]([C:7]3[C:8](=[O:25])[C:9]4[CH:21]=[CH:20][C:19]([C:22]([OH:24])=O)=[CH:18][C:10]=4[C:11]([CH3:17])([CH3:16])[C:12]=3[NH:13]2)=[CH:5][CH:4]=1)#[N:2].[NH:26]1[CH2:31][CH2:30][O:29][CH2:28][CH2:27]1.C(N(CC)C(C)C)(C)C. (2) Given the product [CH2:1]([C:3]1[CH:8]=[C:7]([CH2:9][CH3:10])[CH:6]=[C:5]([CH2:11][CH3:12])[C:4]=1[C:13]1[C:14](=[O:27])[N:15]([CH3:26])[N:16]=[C:17]([C:22]([F:25])([F:24])[F:23])[C:18]=1[OH:34])[CH3:2], predict the reactants needed to synthesize it. The reactants are: [CH2:1]([C:3]1[CH:8]=[C:7]([CH2:9][CH3:10])[CH:6]=[C:5]([CH2:11][CH3:12])[C:4]=1[C:13]1[C:14](=[O:27])[N:15]([CH3:26])[N:16]=[C:17]([C:22]([F:25])([F:24])[F:23])[C:18]=1S(C)=O)[CH3:2].CN1CCCC1=[O:34].[OH-].[Na+].Cl. (3) Given the product [CH3:19][N:21]([CH3:22])[C:2]1[CH:7]=[CH:6][CH:5]=[C:4]([N+:8]([O-:10])=[O:9])[C:3]=1[S:11]([NH2:14])(=[O:13])=[O:12], predict the reactants needed to synthesize it. The reactants are: Cl[C:2]1[CH:7]=[CH:6][CH:5]=[C:4]([N+:8]([O-:10])=[O:9])[C:3]=1[S:11]([NH2:14])(=[O:13])=[O:12].CS(C)=O.[CH2:19]([NH:21][CH2:22]C)C.[F-].[K+]. (4) Given the product [F:33][C:30]([F:31])([F:32])[C:27]1[CH:28]=[CH:29][C:24]([C:22]2[S:23][C:19]([CH2:18][O:17][C:14]3[CH:15]=[C:16]4[C:11]([CH:10]=[CH:9][N:8]4[CH2:7][C:6]([OH:34])=[O:5])=[CH:12][CH:13]=3)=[CH:20][N:21]=2)=[CH:25][CH:26]=1, predict the reactants needed to synthesize it. The reactants are: C([O:5][C:6](=[O:34])[CH2:7][N:8]1[C:16]2[C:11](=[CH:12][CH:13]=[C:14]([O:17][CH2:18][C:19]3[S:23][C:22]([C:24]4[CH:29]=[CH:28][C:27]([C:30]([F:33])([F:32])[F:31])=[CH:26][CH:25]=4)=[N:21][CH:20]=3)[CH:15]=2)[CH:10]=[CH:9]1)(C)(C)C.[OH-].[Na+]. (5) The reactants are: C(O[C:5](=[O:7])C)(=O)C.[OH:8][NH:9][CH:10]([CH2:35][CH2:36][CH2:37][C:38]1[N:43]=[CH:42][CH:41]=[CH:40][N:39]=1)[CH2:11][S:12]([N:15]1[CH2:20][CH2:19][N:18]([C:21]2[N:26]=[CH:25][C:24]([C:27]#[C:28][C:29]3[CH:34]=[CH:33][CH:32]=[CH:31][N:30]=3)=[CH:23][N:22]=2)[CH2:17][CH2:16]1)(=[O:14])=[O:13]. Given the product [OH:8][N:9]([CH:10]([CH2:11][S:12]([N:15]1[CH2:16][CH2:17][N:18]([C:21]2[N:22]=[CH:23][C:24]([C:27]#[C:28][C:29]3[CH:34]=[CH:33][CH:32]=[CH:31][N:30]=3)=[CH:25][N:26]=2)[CH2:19][CH2:20]1)(=[O:14])=[O:13])[CH2:35][CH2:36][CH2:37][C:38]1[N:39]=[CH:40][CH:41]=[CH:42][N:43]=1)[CH:5]=[O:7], predict the reactants needed to synthesize it. (6) The reactants are: Br[CH2:2][CH2:3][CH2:4][S:5](=[O:38])([C:32]1[CH:37]=[CH:36][CH:35]=[CH:34][CH:33]=1)=[N:6][C:7](=[O:31])[C:8]1[CH:13]=[C:12]([C:14]#[C:15][C:16]2[CH:21]=[CH:20][CH:19]=[C:18]([NH:22][C:23]([C:25]3[O:26][CH:27]=[CH:28][C:29]=3[CH3:30])=[O:24])[CH:17]=2)[CH:11]=[N:10][CH:9]=1.[CH3:39][NH:40][CH2:41][CH2:42][OH:43]. Given the product [OH:43][CH2:42][CH2:41][N:40]([CH3:39])[CH2:2][CH2:3][CH2:4][S@:5](=[O:38])([C:32]1[CH:37]=[CH:36][CH:35]=[CH:34][CH:33]=1)=[N:6][C:7](=[O:31])[C:8]1[CH:13]=[C:12]([C:14]#[C:15][C:16]2[CH:21]=[CH:20][CH:19]=[C:18]([NH:22][C:23]([C:25]3[O:26][CH:27]=[CH:28][C:29]=3[CH3:30])=[O:24])[CH:17]=2)[CH:11]=[N:10][CH:9]=1, predict the reactants needed to synthesize it. (7) Given the product [ClH:26].[CH2:22]([S:19]([C:16]1[S:15][C:14]([N:11]2[CH2:12][CH2:13][NH:8][CH2:9][CH2:10]2)=[N:18][CH:17]=1)(=[O:21])=[O:20])[CH2:23][CH2:24][CH3:25], predict the reactants needed to synthesize it. The reactants are: C(OC([N:8]1[CH2:13][CH2:12][N:11]([C:14]2[S:15][C:16]([S:19]([CH2:22][CH2:23][CH2:24][CH3:25])(=[O:21])=[O:20])=[CH:17][N:18]=2)[CH2:10][CH2:9]1)=O)(C)(C)C.[ClH:26].